From a dataset of Catalyst prediction with 721,799 reactions and 888 catalyst types from USPTO. Predict which catalyst facilitates the given reaction. (1) Reactant: [OH:1][C:2]1[C:3]2[CH2:24][N:23]([C:25]([O:27][C:28]([CH3:31])([CH3:30])[CH3:29])=[O:26])[CH2:22][CH2:21][C:4]=2[N:5]=[C:6]([NH:8][C:9]2[CH:14]=[CH:13][C:12]([C:15]3[CH:16]=[N:17][N:18]([CH3:20])[CH:19]=3)=[CH:11][CH:10]=2)[N:7]=1.N1CCCN2CCCCCC=12.[F:43][C:44]([F:63])([F:62])[S:45](N(C1C=CC=CC=1)[S:45]([C:44]([F:63])([F:62])[F:43])(=[O:47])=[O:46])(=[O:47])=[O:46]. Product: [CH3:20][N:18]1[CH:19]=[C:15]([C:12]2[CH:13]=[CH:14][C:9]([NH:8][C:6]3[N:7]=[C:2]([O:1][S:45]([C:44]([F:63])([F:62])[F:43])(=[O:47])=[O:46])[C:3]4[CH2:24][N:23]([C:25]([O:27][C:28]([CH3:31])([CH3:30])[CH3:29])=[O:26])[CH2:22][CH2:21][C:4]=4[N:5]=3)=[CH:10][CH:11]=2)[CH:16]=[N:17]1. The catalyst class is: 112. (2) Reactant: C([O:3][C:4]([C:6]1[CH:7]=[C:8]([C:12]2[C:13]([C:18]3[CH:23]=[C:22]([F:24])[CH:21]=[CH:20][C:19]=3[O:25]C)=[CH:14][CH:15]=[CH:16][CH:17]=2)[CH:9]=[CH:10][CH:11]=1)=[O:5])C.B(Br)(Br)Br. The catalyst class is: 4. Product: [OH:25][C:19]1[CH:20]=[CH:21][C:22]([F:24])=[CH:23][C:18]=1[C:13]1[C:12]([C:8]2[CH:9]=[CH:10][CH:11]=[C:6]([C:4]([OH:5])=[O:3])[CH:7]=2)=[CH:17][CH:16]=[CH:15][CH:14]=1. (3) Reactant: ClC(Cl)(Cl)C([O:5][CH:6]1[O:38][C@H:37]([CH2:39][O:40][C:41](=[O:48])[C:42]2[CH:47]=[CH:46][CH:45]=[CH:44][CH:43]=2)[C@@H:27]([O:28][C:29](=[O:36])[C:30]2[CH:35]=[CH:34][CH:33]=[CH:32][CH:31]=2)[C@H:17]([O:18][C:19](=[O:26])[C:20]2[CH:25]=[CH:24][CH:23]=[CH:22][CH:21]=2)[C@H:7]1[O:8][C:9](=[O:16])[C:10]1[CH:15]=[CH:14][CH:13]=[CH:12][CH:11]=1)=N.C[C@H]1CO[C@@]2(O[C@H]3C[C@H]4[C@@H]5CC=C6C[C@@H](O)CC[C@]6(C)[C@H]5CC[C@]4(C)[C@H]3[C@@H]2C)CC1.[Si](OS(C(F)(F)F)(=O)=O)(C)(C)C.CN1CCOCC1. Product: [C:9]([O:8][C@@H:7]1[C@@H:17]([O:18][C:19](=[O:26])[C:20]2[CH:25]=[CH:24][CH:23]=[CH:22][CH:21]=2)[C@H:27]([O:28][C:29](=[O:36])[C:30]2[CH:31]=[CH:32][CH:33]=[CH:34][CH:35]=2)[C@@H:37]([CH2:39][O:40][C:41](=[O:48])[C:42]2[CH:43]=[CH:44][CH:45]=[CH:46][CH:47]=2)[O:38][C@H:6]1[OH:5])(=[O:16])[C:10]1[CH:15]=[CH:14][CH:13]=[CH:12][CH:11]=1. The catalyst class is: 426. (4) Reactant: [C:1]([C:5]1[CH:31]=[CH:30][C:8]([C:9]([NH:11][C:12]2[C:13]([NH:18][C:19]([C:21]3[CH:29]=[C:28]4[C:24]([CH:25]=[CH:26][NH:27]4)=[CH:23][CH:22]=3)=[O:20])=[CH:14][CH:15]=[CH:16][CH:17]=2)=[O:10])=[CH:7][CH:6]=1)([CH3:4])([CH3:3])[CH3:2].[BH3-]C#N.[Na+].C([O-])(O)=O.[Na+]. Product: [C:1]([C:5]1[CH:6]=[CH:7][C:8]([C:9]([NH:11][C:12]2[C:13]([NH:18][C:19]([C:21]3[CH:29]=[C:28]4[C:24]([CH2:25][CH2:26][NH:27]4)=[CH:23][CH:22]=3)=[O:20])=[CH:14][CH:15]=[CH:16][CH:17]=2)=[O:10])=[CH:30][CH:31]=1)([CH3:4])([CH3:2])[CH3:3]. The catalyst class is: 86.